From a dataset of Reaction yield outcomes from USPTO patents with 853,638 reactions. Predict the reaction yield, written as a fraction of the theoretical maximum amount of product (1.0 means a 100% yield; for example, 0.34 means a 34% yield). (1) The reactants are [NH2:1][C:2]1[C:7]([CH2:8][NH:9][C:10]([NH:12][CH:13]2[CH2:18][CH2:17][CH2:16][CH2:15][CH2:14]2)=[O:11])=[C:6]([CH:19]2[CH2:24][CH2:23][CH2:22][N:21]([C:25]([O:27][C:28]([CH3:31])([CH3:30])[CH3:29])=[O:26])[CH2:20]2)[CH:5]=[C:4]([C:32]2[C:37]([OH:38])=[CH:36][CH:35]=[CH:34][C:33]=2[O:39][CH2:40][CH:41]2[CH2:43][CH2:42]2)[N:3]=1.C(N(CC)CC)C.Cl[C:52](Cl)([O:54]C(=O)OC(Cl)(Cl)Cl)Cl. The catalyst is O1CCCC1. The product is [CH:13]1([NH:12][C:10]([N:9]2[CH2:8][C:7]3[C:6]([CH:19]4[CH2:24][CH2:23][CH2:22][N:21]([C:25]([O:27][C:28]([CH3:31])([CH3:30])[CH3:29])=[O:26])[CH2:20]4)=[CH:5][C:4]([C:32]4[C:37]([OH:38])=[CH:36][CH:35]=[CH:34][C:33]=4[O:39][CH2:40][CH:41]4[CH2:43][CH2:42]4)=[N:3][C:2]=3[NH:1][C:52]2=[O:54])=[O:11])[CH2:18][CH2:17][CH2:16][CH2:15][CH2:14]1. The yield is 0.520. (2) The reactants are Br[C:2]1[C:10]2[O:9][CH:8]([CH:11]3[CH2:13][CH2:12]3)[CH2:7][C:6]=2[CH:5]=[C:4]([S:14]([CH3:17])(=[O:16])=[O:15])[CH:3]=1.[O-]P([O-])([O-])=O.[K+].[K+].[K+].[CH3:26][N:27]1[CH:36]=[C:35](B2OC(C)(C)C(C)(C)O2)[C:34]2[C:29](=[CH:30][CH:31]=[CH:32][CH:33]=2)[C:28]1=[O:46]. The catalyst is O1CCOCC1.O.C1C=CC(P(C2C=CC=CC=2)[C-]2C=CC=C2)=CC=1.C1C=CC(P(C2C=CC=CC=2)[C-]2C=CC=C2)=CC=1.Cl[Pd]Cl.[Fe+2]. The product is [CH:11]1([CH:8]2[CH2:7][C:6]3[CH:5]=[C:4]([S:14]([CH3:17])(=[O:16])=[O:15])[CH:3]=[C:2]([C:35]4[C:34]5[C:29](=[CH:30][CH:31]=[CH:32][CH:33]=5)[C:28](=[O:46])[N:27]([CH3:26])[CH:36]=4)[C:10]=3[O:9]2)[CH2:13][CH2:12]1. The yield is 0.190. (3) The reactants are Cl.[NH2:2][C@@H:3]1[C:12]([CH3:14])([CH3:13])[C:11]2[CH:10]=[C:9]([C:15]([NH2:17])=[O:16])[CH:8]=[CH:7][C:6]=2[CH2:5][C@H:4]1[O:18][CH3:19].[C:20]([O:24][C:25](=[O:31])[NH:26][CH2:27][CH2:28][CH:29]=O)([CH3:23])([CH3:22])[CH3:21].C(N(CC)C(C)C)(C)C.C(O[BH-](OC(=O)C)OC(=O)C)(=O)C.[Na+].C(=O)(O)[O-].[Na+]. The catalyst is ClCCl. The product is [C:20]([O:24][C:25](=[O:31])[NH:26][CH2:27][CH2:28][CH2:29][NH:2][C@H:3]1[C@H:4]([O:18][CH3:19])[CH2:5][C:6]2[C:11](=[CH:10][C:9]([C:15](=[O:16])[NH2:17])=[CH:8][CH:7]=2)[C:12]1([CH3:14])[CH3:13])([CH3:23])([CH3:22])[CH3:21]. The yield is 1.00. (4) The reactants are [CH3:1][O:2][C:3]1[CH:4]=[C:5]2[C:10](=[CH:11][C:12]=1[O:13][CH3:14])[N:9]=[CH:8][N:7]=[C:6]2[O:15][C:16]1[CH:17]=[C:18]([CH:20]=[CH:21][CH:22]=1)[NH2:19].[C:23]([C:27]1[CH:31]=[C:30]([NH:32][C:33](=O)[O:34]C2C=CC=CC=2)[O:29][N:28]=1)([CH3:26])([CH3:25])[CH3:24]. No catalyst specified. The product is [C:23]([C:27]1[CH:31]=[C:30]([NH:32][C:33]([NH:19][C:18]2[CH:20]=[CH:21][CH:22]=[C:16]([O:15][C:6]3[C:5]4[C:10](=[CH:11][C:12]([O:13][CH3:14])=[C:3]([O:2][CH3:1])[CH:4]=4)[N:9]=[CH:8][N:7]=3)[CH:17]=2)=[O:34])[O:29][N:28]=1)([CH3:26])([CH3:24])[CH3:25]. The yield is 0.290. (5) The reactants are Br[C:2]1[CH:7]=[C:6]([N+:8]([O-:10])=[O:9])[CH:5]=[CH:4][C:3]=1[C:11]([CH3:14])([CH3:13])[CH3:12].[CH3:15][N:16](C=O)C. The catalyst is O.[C-]#N.[C-]#N.[Zn+2].C1C=CC([P]([Pd]([P](C2C=CC=CC=2)(C2C=CC=CC=2)C2C=CC=CC=2)([P](C2C=CC=CC=2)(C2C=CC=CC=2)C2C=CC=CC=2)[P](C2C=CC=CC=2)(C2C=CC=CC=2)C2C=CC=CC=2)(C2C=CC=CC=2)C2C=CC=CC=2)=CC=1. The product is [C:11]([C:3]1[CH:4]=[CH:5][C:6]([N+:8]([O-:10])=[O:9])=[CH:7][C:2]=1[C:15]#[N:16])([CH3:14])([CH3:13])[CH3:12]. The yield is 0.800. (6) The reactants are [CH:1](O)([CH3:3])[CH3:2].[CH3:5][O:6][C:7](=[O:19])[C:8]1[CH:13]=[CH:12][C:11]([O:14][C:15](=[O:17])[CH3:16])=[CH:10][C:9]=1[OH:18].C1C=CC(P(C2C=CC=CC=2)C2C=CC=CC=2)=CC=1.CCOC(/N=N/C(OCC)=O)=O. The catalyst is ClCCl. The product is [CH3:5][O:6][C:7](=[O:19])[C:8]1[CH:13]=[CH:12][C:11]([O:14][C:15](=[O:17])[CH3:16])=[CH:10][C:9]=1[O:18][CH:1]([CH3:3])[CH3:2]. The yield is 0.790.